Task: Predict the reaction yield, written as a fraction of the theoretical maximum amount of product (1.0 means a 100% yield; for example, 0.34 means a 34% yield).. Dataset: Reaction yield outcomes from USPTO patents with 853,638 reactions (1) The reactants are [C:1]([O:5][C:6]([N:8]1[CH2:11][CH:10]([O:12]S(C)(=O)=O)[CH2:9]1)=[O:7])([CH3:4])([CH3:3])[CH3:2].C([O-])([O-])=O.[Cs+].[Cs+].[Br:23][C:24]1[CH:25]=[C:26](O)[CH:27]=[CH:28][CH:29]=1. The catalyst is CN(C=O)C.[Cl-].[Na+].O. The product is [C:1]([O:5][C:6]([N:8]1[CH2:11][CH:10]([O:12][C:28]2[CH:27]=[CH:26][CH:25]=[C:24]([Br:23])[CH:29]=2)[CH2:9]1)=[O:7])([CH3:4])([CH3:3])[CH3:2]. The yield is 0.850. (2) The reactants are Cl[C:2]1[N:7]=[CH:6][NH:5][C:4](=[O:8])[CH:3]=1.C(N(C(C)C)C(C)C)C.[C:18]([N:25]1[CH2:30][CH2:29][NH:28][CH2:27][CH2:26]1)([O:20][C:21]([CH3:24])([CH3:23])[CH3:22])=[O:19]. The catalyst is C(O)(CC)C. The product is [C:21]([O:20][C:18]([N:25]1[CH2:30][CH2:29][N:28]([C:2]2[N:7]=[CH:6][NH:5][C:4](=[O:8])[CH:3]=2)[CH2:27][CH2:26]1)=[O:19])([CH3:24])([CH3:22])[CH3:23]. The yield is 0.740. (3) The reactants are C(OP([CH2:9][C:10]([O:12][CH2:13][CH3:14])=[O:11])(OCC)=O)C.[H-].[Na+].[CH2:17]([O:21][C:22]1[CH:26]=[C:25]([CH:27]=O)[N:24]([CH2:29][C:30]2[CH:35]=[CH:34][C:33]([C:36]([F:39])([F:38])[F:37])=[CH:32][C:31]=2[Cl:40])[N:23]=1)[CH2:18][CH2:19][CH3:20].[Cl-].[NH4+]. The catalyst is CN(C)C=O.O1CCCC1. The product is [CH2:17]([O:21][C:22]1[CH:26]=[C:25](/[CH:27]=[CH:9]/[C:10]([O:12][CH2:13][CH3:14])=[O:11])[N:24]([CH2:29][C:30]2[CH:35]=[CH:34][C:33]([C:36]([F:39])([F:38])[F:37])=[CH:32][C:31]=2[Cl:40])[N:23]=1)[CH2:18][CH2:19][CH3:20]. The yield is 0.420. (4) The reactants are Br[C:2]1[CH:3]=[C:4]2[C:8](=[C:9]([C:11]([NH2:13])=[O:12])[CH:10]=1)[NH:7][CH:6]=[C:5]2[CH:14]1[CH2:19][CH2:18][N:17]([S:20]([CH2:23][CH3:24])(=[O:22])=[O:21])[CH2:16][CH2:15]1.[Cl:25][C:26]1[CH:31]=[CH:30][CH:29]=[CH:28][C:27]=1[SH:32].C(O)CO.C(=O)([O-])[O-].[K+].[K+]. The catalyst is C(O)(C)C.[Cu](I)I. The product is [Cl:25][C:26]1[CH:31]=[CH:30][CH:29]=[CH:28][C:27]=1[S:32][C:2]1[CH:3]=[C:4]2[C:8](=[C:9]([C:11]([NH2:13])=[O:12])[CH:10]=1)[NH:7][CH:6]=[C:5]2[CH:14]1[CH2:19][CH2:18][N:17]([S:20]([CH2:23][CH3:24])(=[O:22])=[O:21])[CH2:16][CH2:15]1. The yield is 0.260. (5) The reactants are [CH3:1][O:2][C:3]1[CH:10]=[C:9]([O:11][CH3:12])[CH:8]=[CH:7][C:4]=1[CH:5]=O.N[C:14]1[N:18]=[CH:17][S:16][N:15]=1.CC[N:21](CC)CC.[BH4-].[Na+]. The catalyst is C(Cl)Cl.C(=O)([O-])O.[Na+].CC(C)[O-].Cl[Ti+3].CC(C)[O-].CC(C)[O-].N1CCCCC1.CCCCCCC. The product is [CH3:1][O:2][C:3]1[CH:10]=[C:9]([O:11][CH3:12])[CH:8]=[CH:7][C:4]=1[CH2:5][NH:21][C:17]1[S:16][N:15]=[CH:14][N:18]=1. The yield is 0.170. (6) The reactants are Cl[C:2]1[CH:3]=[C:4]2[C:9](=[CH:10][CH:11]=1)[N:8]=[CH:7][CH:6]=[CH:5]2.[CH3:12][C:13]1[N:18]=[C:17]([C:19](=[O:21])[CH3:20])[CH:16]=[CH:15][CH:14]=1.CC(C)([O-])C.[K+].C(O)(=O)C. The catalyst is O1CCCC1.C([O-])(=O)C.[Pd+2].C([O-])(=O)C.C1(P(C2CCCCC2)C2C=CC=CC=2C2C=CC=CC=2N(C)C)CCCCC1. The product is [CH3:12][C:13]1[N:18]=[C:17]([C:19](=[O:21])[CH2:20][C:2]2[CH:3]=[C:4]3[C:9](=[CH:10][CH:11]=2)[N:8]=[CH:7][CH:6]=[CH:5]3)[CH:16]=[CH:15][CH:14]=1. The yield is 0.780. (7) The reactants are C([O:8][C:9](=[O:29])[C:10]1[CH:22]=[C:21]([C:23]2[CH:28]=[CH:27][N:26]=[CH:25][CH:24]=2)[CH:20]=[C:12]([C:13]([N:15]([CH3:19])[CH2:16][CH2:17][CH3:18])=[O:14])[CH:11]=1)C1C=CC=CC=1. The catalyst is [Pd].CO. The product is [CH3:19][N:15]([CH2:16][CH2:17][CH3:18])[C:13](=[O:14])[C:12]1[CH:11]=[C:10]([CH:22]=[C:21]([C:23]2[CH:28]=[CH:27][N:26]=[CH:25][CH:24]=2)[CH:20]=1)[C:9]([OH:29])=[O:8]. The yield is 1.00. (8) The reactants are [CH2:1]=[CH:2][CH2:3][CH2:4][CH2:5][CH2:6][CH2:7][CH3:8].[C:9]([OH:14])(=[O:13])[C:10]([CH3:12])=[CH2:11].C(=O)(O)[O-].[Na+].O. The catalyst is FC(F)(F)S(O)(=O)=O. The product is [C:9]([O:14][CH2:1][CH2:2][CH2:3][CH2:4][CH2:5][CH2:6][CH2:7][CH3:8])(=[O:13])[C:10]([CH3:12])=[CH2:11]. The yield is 0.832. (9) The reactants are [NH2:1][C:2]1[N:7]=[C:6]([NH:8][C@H:9]([C:11]2[N:12]([C:28]3[CH:33]=[CH:32][CH:31]=[CH:30][CH:29]=3)[C:13](=[O:27])[C:14]3[C:19]([CH:20]=2)=[CH:18][CH:17]=[CH:16][C:15]=3[C:21]2[CH:22]=[N:23][N:24]([CH3:26])[CH:25]=2)[CH3:10])[C:5](I)=[CH:4][N:3]=1.[C-:35]#[N:36].[Na+].O. The catalyst is C(#N)C.[Pd].C1(P(C2C=CC=CC=2)C2C=CC=CC=2)C=CC=CC=1.C1(P(C2C=CC=CC=2)C2C=CC=CC=2)C=CC=CC=1.C1(P(C2C=CC=CC=2)C2C=CC=CC=2)C=CC=CC=1.C1(P(C2C=CC=CC=2)C2C=CC=CC=2)C=CC=CC=1.[Cu](I)I. The product is [NH2:1][C:2]1[N:7]=[C:6]([NH:8][C@H:9]([C:11]2[N:12]([C:28]3[CH:33]=[CH:32][CH:31]=[CH:30][CH:29]=3)[C:13](=[O:27])[C:14]3[C:19]([CH:20]=2)=[CH:18][CH:17]=[CH:16][C:15]=3[C:21]2[CH:22]=[N:23][N:24]([CH3:26])[CH:25]=2)[CH3:10])[C:5]([C:35]#[N:36])=[CH:4][N:3]=1. The yield is 0.300.